Dataset: Full USPTO retrosynthesis dataset with 1.9M reactions from patents (1976-2016). Task: Predict the reactants needed to synthesize the given product. (1) Given the product [CH2:1]([O:3][C:4]([C:6]1[C:7]([Cl:29])=[N:8][C:9]([CH2:12][CH2:13][CH2:14][N:15]2[C:23](=[O:24])[C:22]3[C:17](=[CH:18][CH:19]=[CH:20][CH:21]=3)[C:16]2=[O:25])=[N:10][CH:11]=1)=[O:5])[CH3:2], predict the reactants needed to synthesize it. The reactants are: [CH2:1]([O:3][C:4]([C:6]1[C:7](O)=[N:8][C:9]([CH2:12][CH2:13][CH2:14][N:15]2[C:23](=[O:24])[C:22]3[C:17](=[CH:18][CH:19]=[CH:20][CH:21]=3)[C:16]2=[O:25])=[N:10][CH:11]=1)=[O:5])[CH3:2].O=P(Cl)(Cl)[Cl:29].CCN(C1C=CC=CC=1)CC. (2) Given the product [Br:14][CH:9]1[CH2:8][CH2:7][O:6][C:5]2[CH:12]=[CH:13][C:2]([Br:1])=[CH:3][C:4]=2[C:10]1=[O:11], predict the reactants needed to synthesize it. The reactants are: [Br:1][C:2]1[CH:13]=[CH:12][C:5]2[O:6][CH2:7][CH2:8][CH2:9][C:10](=[O:11])[C:4]=2[CH:3]=1.[Br:14]Br.